Dataset: Reaction yield outcomes from USPTO patents with 853,638 reactions. Task: Predict the reaction yield, written as a fraction of the theoretical maximum amount of product (1.0 means a 100% yield; for example, 0.34 means a 34% yield). (1) The reactants are [Cl:1][C:2]1[C:3]([O:12][C:13]2[CH:14]=[C:15]([CH2:23]O)[CH:16]=[C:17]([CH2:19][O:20][CH2:21][CH3:22])[CH:18]=2)=[N:4][CH:5]=[C:6]([C:8]([F:11])([F:10])[F:9])[CH:7]=1.[OH:25][C:26]1[CH:30]=[C:29]([CH2:31][CH2:32][C:33]([O:35]CC)=[O:34])[N:28]([C:38]2[CH:43]=[CH:42][CH:41]=[CH:40][CH:39]=2)[N:27]=1.C(P(CCCC)CCCC)CCC.N(C(N1CCCCC1)=O)=NC(N1CCCCC1)=O.O1CCCC1CCO.[OH-].[Na+].Cl. The catalyst is O1CCCC1. The product is [Cl:1][C:2]1[C:3]([O:12][C:13]2[CH:14]=[C:15]([CH:16]=[C:17]([CH2:19][O:20][CH2:21][CH3:22])[CH:18]=2)[CH2:23][O:25][C:26]2[CH:30]=[C:29]([CH2:31][CH2:32][C:33]([OH:35])=[O:34])[N:28]([C:38]3[CH:39]=[CH:40][CH:41]=[CH:42][CH:43]=3)[N:27]=2)=[N:4][CH:5]=[C:6]([C:8]([F:11])([F:9])[F:10])[CH:7]=1. The yield is 0.880. (2) The reactants are [C:1]([NH:4][C:5]1[CH:6]=[C:7]2[C:11](=[CH:12][CH:13]=1)[NH:10][N:9]=[CH:8]2)(=[O:3])[CH3:2].[N+:14]([O-])([OH:16])=[O:15]. No catalyst specified. The product is [N+:14]([C:6]1[C:5]([NH:4][C:1](=[O:3])[CH3:2])=[CH:13][CH:12]=[C:11]2[C:7]=1[CH:8]=[N:9][NH:10]2)([O-:16])=[O:15]. The yield is 0.917.